Dataset: Full USPTO retrosynthesis dataset with 1.9M reactions from patents (1976-2016). Task: Predict the reactants needed to synthesize the given product. (1) Given the product [CH3:23][C:14]1[CH:15]=[C:16]([CH:21]=[CH:22][C:13]=1[C:11]1[N:8]=[C:4]2[CH:3]=[C:2]([CH3:1])[CH:7]=[CH:6][N:5]2[CH:10]=1)[C:17]([O:19][CH3:20])=[O:18], predict the reactants needed to synthesize it. The reactants are: [CH3:1][C:2]1[CH:7]=[CH:6][N:5]=[C:4]([NH2:8])[CH:3]=1.Br[CH2:10][C:11]([C:13]1[CH:22]=[CH:21][C:16]([C:17]([O:19][CH3:20])=[O:18])=[CH:15][C:14]=1[CH3:23])=O.C(=O)(O)[O-].[Na+]. (2) Given the product [C:1]([O:5][C:6]([N:8]1[CH2:13][CH2:12][CH2:11][C@@H:10]([C:14]([NH:16][NH:17][C:18]([C@H:20]2[CH2:26][CH2:25][C@@H:24]3[CH2:27][N:21]2[C:22](=[O:35])[N:23]3[O:28][CH2:29][C:30]([OH:32])=[O:31])=[O:19])=[O:15])[CH2:9]1)=[O:7])([CH3:4])([CH3:2])[CH3:3], predict the reactants needed to synthesize it. The reactants are: [C:1]([O:5][C:6]([N:8]1[CH2:13][CH2:12][CH2:11][C@@H:10]([C:14]([NH:16][NH:17][C:18]([C@H:20]2[CH2:26][CH2:25][C@@H:24]3[CH2:27][N:21]2[C:22](=[O:35])[N:23]3[O:28][CH2:29][C:30]([O:32]CC)=[O:31])=[O:19])=[O:15])[CH2:9]1)=[O:7])([CH3:4])([CH3:3])[CH3:2].[OH-].[Li+].S([O-])(O)(=O)=O.[K+].C(OCC)(=O)C. (3) Given the product [N:27]([CH2:2][CH2:3][O:4][C:5]1[CH:13]=[C:12]2[C:8]([C:9]([S:14]([C:17]3[C:26]4[C:21](=[CH:22][CH:23]=[CH:24][CH:25]=4)[CH:20]=[CH:19][CH:18]=3)(=[O:16])=[O:15])=[N:10][NH:11]2)=[CH:7][CH:6]=1)=[N+:28]=[N-:29], predict the reactants needed to synthesize it. The reactants are: Cl[CH2:2][CH2:3][O:4][C:5]1[CH:13]=[C:12]2[C:8]([C:9]([S:14]([C:17]3[C:26]4[C:21](=[CH:22][CH:23]=[CH:24][CH:25]=4)[CH:20]=[CH:19][CH:18]=3)(=[O:16])=[O:15])=[N:10][NH:11]2)=[CH:7][CH:6]=1.[N-:27]=[N+:28]=[N-:29].[Na+]. (4) The reactants are: C([O:3][C:4]([C:6]([CH:17]1[C:26]2[N:25]([CH2:27][C:28]3[CH:33]=[CH:32][C:31]([Cl:34])=[C:30]([Cl:35])[CH:29]=3)[C:24]([CH:36]([CH3:38])[CH3:37])=[N:23][C:22]=2[CH2:21][CH2:20][CH2:19][CH2:18]1)(C(OCC)=O)C(OCC)=O)=[O:5])C.[OH-].[Na+]. Given the product [NH3:23].[Cl:35][C:30]1[CH:29]=[C:28]([CH2:27][N:25]2[C:26]3[CH:17]([CH2:6][C:4]([OH:5])=[O:3])[CH2:18][CH2:19][CH2:20][CH2:21][C:22]=3[N:23]=[C:24]2[CH:36]([CH3:38])[CH3:37])[CH:33]=[CH:32][C:31]=1[Cl:34], predict the reactants needed to synthesize it. (5) Given the product [CH2:54]([N:56]([CH2:57][CH2:58][N:59]1[CH2:60][CH2:61][O:62][CH2:63][CH2:64]1)[C:34](=[O:36])[C:33]1[CH:37]=[CH:38][CH:39]=[C:31]([C:29]([NH:28][C:17]2[CH:18]=[CH:19][C:20]([N:22]3[CH2:23][CH2:24][CH2:25][CH2:26][CH2:27]3)=[CH:21][C:16]=2[C:12]2[CH:11]=[C:10]([C:8](=[O:9])[NH:7][CH2:6][C:5]3[CH:40]=[CH:41][CH:42]=[C:3]([C:2]([F:43])([F:44])[F:1])[CH:4]=3)[CH:15]=[CH:14][N:13]=2)=[O:30])[CH:32]=1)[CH3:55], predict the reactants needed to synthesize it. The reactants are: [F:1][C:2]([F:44])([F:43])[C:3]1[CH:4]=[C:5]([CH:40]=[CH:41][CH:42]=1)[CH2:6][NH:7][C:8]([C:10]1[CH:15]=[CH:14][N:13]=[C:12]([C:16]2[CH:21]=[C:20]([N:22]3[CH2:27][CH2:26][CH2:25][CH2:24][CH2:23]3)[CH:19]=[CH:18][C:17]=2[NH:28][C:29]([C:31]2[CH:32]=[C:33]([CH:37]=[CH:38][CH:39]=2)[C:34]([OH:36])=O)=[O:30])[CH:11]=1)=[O:9].C(N(C(C)C)CC)(C)C.[CH2:54]([NH:56][CH2:57][CH2:58][N:59]1[CH2:64][CH2:63][O:62][CH2:61][CH2:60]1)[CH3:55].CN(C(ON1N=NC2C=CC=NC1=2)=[N+](C)C)C.F[P-](F)(F)(F)(F)F. (6) The reactants are: C1(P(C2CCCCC2)C2C=CC=CC=2C2C(C(C)C)=CC(C(C)C)=CC=2C(C)C)CCCCC1.[O:35]1[CH2:40][CH2:39][N:38]([C:41]2[C:46]([NH2:47])=[CH:45][C:44]([N:48]3[CH2:53][CH2:52][O:51][CH2:50][CH2:49]3)=[CH:43][N:42]=2)[CH2:37][CH2:36]1.Cl[C:55]1[C:64]2[C:59](=[CH:60][C:61]([F:66])=[CH:62][C:63]=2[F:65])[N:58]=[C:57]([C:67]2[CH:68]=[N:69][C:70]([N:73]3[CH2:78][CH2:77][CH:76]([CH3:79])[CH2:75][CH2:74]3)=[CH:71][CH:72]=2)[C:56]=1[CH3:80].CC(C)([O-])C.[Na+]. Given the product [O:35]1[CH2:40][CH2:39][N:38]([C:41]2[C:46]([NH:47][C:55]3[C:64]4[C:59](=[CH:60][C:61]([F:66])=[CH:62][C:63]=4[F:65])[N:58]=[C:57]([C:67]4[CH:68]=[N:69][C:70]([N:73]5[CH2:74][CH2:75][CH:76]([CH3:79])[CH2:77][CH2:78]5)=[CH:71][CH:72]=4)[C:56]=3[CH3:80])=[CH:45][C:44]([N:48]3[CH2:49][CH2:50][O:51][CH2:52][CH2:53]3)=[CH:43][N:42]=2)[CH2:37][CH2:36]1, predict the reactants needed to synthesize it. (7) Given the product [Cl:1][C:2]1[CH:3]=[CH:4][C:5]([C:8]2[N:9]([CH:22]3[CH2:24][CH2:23]3)[C:10](=[O:21])[N:11]([S:13]([C:16]3[N:20]([CH2:38][C:37]4[CH:40]=[CH:41][CH:42]=[CH:43][C:36]=4[C:35]([F:34])([F:44])[F:45])[N:19]=[CH:18][N:17]=3)(=[O:15])=[O:14])[N:12]=2)=[CH:6][CH:7]=1, predict the reactants needed to synthesize it. The reactants are: [Cl:1][C:2]1[CH:7]=[CH:6][C:5]([C:8]2[N:9]([CH:22]3[CH2:24][CH2:23]3)[C:10](=[O:21])[N:11]([S:13]([C:16]3[NH:20][N:19]=[CH:18][N:17]=3)(=[O:15])=[O:14])[N:12]=2)=[CH:4][CH:3]=1.C(N(CC)C(C)C)(C)C.[F:34][C:35]([F:45])([F:44])[C:36]1[CH:43]=[CH:42][CH:41]=[CH:40][C:37]=1[CH2:38]Br. (8) Given the product [F:16][C:15]1[CH:14]=[C:13]([C:17]([OH:20])([CH3:18])[CH3:19])[CH:12]=[C:11]([F:21])[C:10]=1[C:4]1[S:3][C:2]([NH:1][C:27]2[CH:28]=[CH:23][N:24]=[C:25]([CH2:29][N:30]3[CH:34]=[C:33]([Si:35]([CH3:38])([CH3:37])[CH3:36])[N:32]=[N:31]3)[N:26]=2)=[C:6]([C:7]([NH2:9])=[O:8])[CH:5]=1, predict the reactants needed to synthesize it. The reactants are: [NH2:1][C:2]1[S:3][C:4]([C:10]2[C:15]([F:16])=[CH:14][C:13]([C:17]([OH:20])([CH3:19])[CH3:18])=[CH:12][C:11]=2[F:21])=[CH:5][C:6]=1[C:7]([NH2:9])=[O:8].Br[C:23]1[CH:28]=[CH:27][N:26]=[C:25]([CH2:29][N:30]2[CH:34]=[C:33]([Si:35]([CH3:38])([CH3:37])[CH3:36])[N:32]=[N:31]2)[N:24]=1.ClC1C=CN=C(CN2C=C([Si](C)(C)C)N=N2)N=1.